This data is from Reaction yield outcomes from USPTO patents with 853,638 reactions. The task is: Predict the reaction yield, written as a fraction of the theoretical maximum amount of product (1.0 means a 100% yield; for example, 0.34 means a 34% yield). The reactants are Br[C:2]1[CH:3]=[C:4]([C:8]2[C:9]3[C:14]([C:15]([C:22]4[CH:27]=[CH:26][CH:25]=[CH:24][CH:23]=4)=[C:16]4[C:21]=2[CH:20]=[CH:19][CH:18]=[CH:17]4)=[CH:13][CH:12]=[CH:11][CH:10]=3)[CH:5]=[CH:6][CH:7]=1.[CH:28]1[C:40]2[NH:39][C:38]3[C:33](=[CH:34][CH:35]=[CH:36][CH:37]=3)[C:32]=2[CH:31]=[CH:30][CH:29]=1.CC(C)([O-])C.[Na+].C(P(C(C)(C)C)C(C)(C)C)(C)(C)C. The catalyst is C1C=CC(/C=C/C(/C=C/C2C=CC=CC=2)=O)=CC=1.C1C=CC(/C=C/C(/C=C/C2C=CC=CC=2)=O)=CC=1.[Pd].C1(C)C=CC=CC=1. The product is [C:14]1([C:15]2[C:22]3[C:27](=[CH:26][CH:25]=[CH:24][CH:23]=3)[C:8]([C:4]3[CH:3]=[C:2]([N:39]4[C:40]5[CH:28]=[CH:29][CH:30]=[CH:31][C:32]=5[C:33]5[C:38]4=[CH:37][CH:36]=[CH:35][CH:34]=5)[CH:7]=[CH:6][CH:5]=3)=[C:21]3[C:16]=2[CH:17]=[CH:18][CH:19]=[CH:20]3)[CH:9]=[CH:10][CH:11]=[CH:12][CH:13]=1. The yield is 0.710.